This data is from Full USPTO retrosynthesis dataset with 1.9M reactions from patents (1976-2016). The task is: Predict the reactants needed to synthesize the given product. Given the product [C:13]([O:17][C:18]([N:20]1[CH2:25][CH2:24][CH:23]([N:26]2[CH2:10][C:5]3[C:4](=[CH:9][CH:8]=[CH:7][CH:6]=3)[C:3]2=[O:12])[CH2:22][CH2:21]1)=[O:19])([CH3:16])([CH3:14])[CH3:15], predict the reactants needed to synthesize it. The reactants are: CO[C:3](=[O:12])[C:4]1[CH:9]=[CH:8][CH:7]=[CH:6][C:5]=1[CH2:10]Br.[C:13]([O:17][C:18]([N:20]1[CH2:25][CH2:24][CH:23]([NH2:26])[CH2:22][CH2:21]1)=[O:19])([CH3:16])([CH3:15])[CH3:14].